From a dataset of Catalyst prediction with 721,799 reactions and 888 catalyst types from USPTO. Predict which catalyst facilitates the given reaction. (1) Reactant: [Cl:1][C:2]1[CH:3]=[C:4]([NH:9][C:10]([N:12]2[CH2:17][CH2:16][N:15]([C:18]([CH:20]3[CH2:24][CH2:23][N:22](C(OC(C)(C)C)=O)[CH2:21]3)=O)[CH2:14][CH2:13]2)=[O:11])[CH:5]=[CH:6][C:7]=1[Cl:8].B.Cl. The catalyst class is: 36. Product: [Cl:1][C:2]1[CH:3]=[C:4]([NH:9][C:10]([N:12]2[CH2:17][CH2:16][N:15]([CH2:18][CH:20]3[CH2:24][CH2:23][NH:22][CH2:21]3)[CH2:14][CH2:13]2)=[O:11])[CH:5]=[CH:6][C:7]=1[Cl:8]. (2) Reactant: [CH3:1][C:2]1[N:3]=[C:4]([C:21]([O:23]CC)=[O:22])[S:5][C:6]=1[CH2:7][C:8]1[CH:13]=[CH:12][CH:11]=[C:10]([N:14]2[CH2:19][CH2:18][N:17]([CH3:20])[CH2:16][CH2:15]2)[CH:9]=1.O[Li].O. Product: [CH3:1][C:2]1[N:3]=[C:4]([C:21]([OH:23])=[O:22])[S:5][C:6]=1[CH2:7][C:8]1[CH:13]=[CH:12][CH:11]=[C:10]([N:14]2[CH2:15][CH2:16][N:17]([CH3:20])[CH2:18][CH2:19]2)[CH:9]=1. The catalyst class is: 20.